This data is from Reaction yield outcomes from USPTO patents with 853,638 reactions. The task is: Predict the reaction yield, written as a fraction of the theoretical maximum amount of product (1.0 means a 100% yield; for example, 0.34 means a 34% yield). The product is [OH:8][CH2:9][C:10]1[CH:11]=[C:12]([C:25]2[CH:26]=[CH:27][CH:28]=[CH:29][CH:30]=2)[CH:13]=[C:14]([CH2:16][O:17][C:31]([C:48]2[CH:53]=[CH:52][CH:51]=[CH:50][CH:49]=2)([C:40]2[CH:47]=[CH:46][C:43]([O:44][CH3:45])=[CH:42][CH:41]=2)[C:32]2[CH:39]=[CH:38][C:35]([O:36][CH3:37])=[CH:34][CH:33]=2)[CH:15]=1. The catalyst is CO. The reactants are [Si]([O:8][CH2:9][C:10]1[CH:11]=[C:12]([C:25]2[CH:26]=[CH:27][CH:28]=[CH:29][CH:30]=2)[CH:13]=[C:14]([CH2:16][O:17][Si](C(C)(C)C)(C)C)[CH:15]=1)(C(C)(C)C)(C)C.[C:31](Cl)([C:48]1[CH:53]=[CH:52][CH:51]=[CH:50][CH:49]=1)([C:40]1[CH:47]=[CH:46][C:43]([O:44][CH3:45])=[CH:42][CH:41]=1)[C:32]1[CH:39]=[CH:38][C:35]([O:36][CH3:37])=[CH:34][CH:33]=1.C(Cl)(Cl)Cl. The yield is 0.380.